Dataset: Peptide-MHC class II binding affinity with 134,281 pairs from IEDB. Task: Regression. Given a peptide amino acid sequence and an MHC pseudo amino acid sequence, predict their binding affinity value. This is MHC class II binding data. (1) The peptide sequence is NEWITDFAGKTVWFV. The MHC is DRB1_0301 with pseudo-sequence DRB1_0301. The binding affinity (normalized) is 0.183. (2) The peptide sequence is FTTTLFLHLVGFPTH. The MHC is DRB1_0405 with pseudo-sequence DRB1_0405. The binding affinity (normalized) is 0.670. (3) The peptide sequence is FLPVFLAQPPSGQRR. The MHC is HLA-DQA10501-DQB10201 with pseudo-sequence HLA-DQA10501-DQB10201. The binding affinity (normalized) is 0.291. (4) The peptide sequence is PLSVASMTSPLLTWD. The MHC is HLA-DQA10501-DQB10301 with pseudo-sequence HLA-DQA10501-DQB10301. The binding affinity (normalized) is 0.679. (5) The MHC is DRB4_0101 with pseudo-sequence DRB4_0103. The peptide sequence is AASGAATVAAGGYKV. The binding affinity (normalized) is 0.